Dataset: Reaction yield outcomes from USPTO patents with 853,638 reactions. Task: Predict the reaction yield, written as a fraction of the theoretical maximum amount of product (1.0 means a 100% yield; for example, 0.34 means a 34% yield). The reactants are C(OC([N:8]1[CH2:11][CH:10]([NH:12][C:13]2[CH:14]=[C:15]3[C:24](=[CH:25][C:26]=2[C:27]2[CH:32]=[CH:31][CH:30]=[CH:29][CH:28]=2)[O:23][CH2:22][C:21]2[N:16]3[C@H:17]([CH3:34])[C:18](=[O:33])[NH:19][N:20]=2)[CH2:9]1)=O)(C)(C)C.[C:35]([OH:41])([C:37]([F:40])([F:39])[F:38])=[O:36]. The catalyst is C(Cl)Cl. The product is [F:38][C:37]([F:40])([F:39])[C:35]([OH:41])=[O:36].[NH:8]1[CH2:9][CH:10]([NH:12][C:13]2[CH:14]=[C:15]3[C:24](=[CH:25][C:26]=2[C:27]2[CH:32]=[CH:31][CH:30]=[CH:29][CH:28]=2)[O:23][CH2:22][C:21]2[N:16]3[C@H:17]([CH3:34])[C:18](=[O:33])[NH:19][N:20]=2)[CH2:11]1. The yield is 0.650.